From a dataset of Catalyst prediction with 721,799 reactions and 888 catalyst types from USPTO. Predict which catalyst facilitates the given reaction. (1) Reactant: C([Li])CCC.C(N[CH:10]([CH3:12])[CH3:11])(C)C.[C:13](=[O:20])([O:17][CH2:18][CH3:19])OCC.[O:21]1C=CC=[C:22]1[CH:26]=[O:27].[O:28]1[CH2:32][CH2:31][CH2:30]C1. Product: [O:21]1[CH2:22][CH2:26][O:27][CH:19]1[CH2:18][O:17][C:13](=[O:20])[CH:30]=[CH:31][C:32]1[O:28][CH:12]=[CH:10][CH:11]=1. The catalyst class is: 81. (2) Reactant: [O:1]1[C:10]2[CH:9]=[C:8]([CH2:11][N:12]([CH:20]3[CH2:25][CH2:24][N:23]([CH2:26][CH2:27][N:28]4[C:33]5[N:34]=[C:35]([O:38][CH3:39])[N:36]=[CH:37][C:32]=5[CH:31]=[CH:30][C:29]4=[O:40])[CH2:22][CH2:21]3)C(=O)OC(C)(C)C)[N:7]=[CH:6][C:5]=2[O:4][CH2:3][CH2:2]1.[OH-].[Na+]. Product: [O:1]1[C:10]2[CH:9]=[C:8]([CH2:11][NH:12][CH:20]3[CH2:25][CH2:24][N:23]([CH2:26][CH2:27][N:28]4[C:33]5[N:34]=[C:35]([O:38][CH3:39])[N:36]=[CH:37][C:32]=5[CH:31]=[CH:30][C:29]4=[O:40])[CH2:22][CH2:21]3)[N:7]=[CH:6][C:5]=2[O:4][CH2:3][CH2:2]1. The catalyst class is: 281.